From a dataset of Catalyst prediction with 721,799 reactions and 888 catalyst types from USPTO. Predict which catalyst facilitates the given reaction. Reactant: [O:1]=[C:2]([CH2:9][CH2:10][CH2:11][CH2:12][CH2:13][CH2:14][CH2:15][CH2:16][CH3:17])[CH2:3][C:4]([O:6][CH2:7][CH3:8])=[O:5].[CH2:18](O)[CH2:19][OH:20].CC1C=CC(S(O)(=O)=O)=CC=1. Product: [CH2:18]1[CH2:19][O:20][C:2]([CH2:9][CH2:10][CH2:11][CH2:12][CH2:13][CH2:14][CH2:15][CH2:16][CH3:17])([CH2:3][C:4]([O:6][CH2:7][CH3:8])=[O:5])[O:1]1. The catalyst class is: 48.